Dataset: Reaction yield outcomes from USPTO patents with 853,638 reactions. Task: Predict the reaction yield, written as a fraction of the theoretical maximum amount of product (1.0 means a 100% yield; for example, 0.34 means a 34% yield). (1) The reactants are [CH2:1]([C:3]([C:28]1[CH:33]=[CH:32][C:31](B2OC(C)(C)C(C)(C)O2)=[C:30]([CH3:43])[CH:29]=1)([C:6]1[CH:11]=[CH:10][C:9]([C:12]#[C:13][C:14]([O:23][CH2:24][O:25][CH3:26])([C:19]([F:22])([F:21])[F:20])[C:15]([F:18])([F:17])[F:16])=[C:8]([CH3:27])[CH:7]=1)[CH2:4][CH3:5])[CH3:2].[CH2:44]([O:46][C:47](=[O:56])[CH2:48][C:49]1[CH:50]=[N:51][C:52](Br)=[CH:53][CH:54]=1)[CH3:45].P([O-])([O-])([O-])=O.[K+].[K+].[K+]. The catalyst is C1C=CC([P]([Pd]([P](C2C=CC=CC=2)(C2C=CC=CC=2)C2C=CC=CC=2)([P](C2C=CC=CC=2)(C2C=CC=CC=2)C2C=CC=CC=2)[P](C2C=CC=CC=2)(C2C=CC=CC=2)C2C=CC=CC=2)(C2C=CC=CC=2)C2C=CC=CC=2)=CC=1.CN(C)C=O. The product is [CH2:44]([O:46][C:47](=[O:56])[CH2:48][C:49]1[CH:50]=[N:51][C:52]([C:31]2[CH:32]=[CH:33][C:28]([C:3]([CH2:4][CH3:5])([C:6]3[CH:11]=[CH:10][C:9]([C:12]#[C:13][C:14]([O:23][CH2:24][O:25][CH3:26])([C:19]([F:21])([F:22])[F:20])[C:15]([F:17])([F:16])[F:18])=[C:8]([CH3:27])[CH:7]=3)[CH2:1][CH3:2])=[CH:29][C:30]=2[CH3:43])=[CH:53][CH:54]=1)[CH3:45]. The yield is 0.580. (2) The reactants are [Cl:1][C:2]1[S:6][C:5]([C:7]([NH:9][C@H:10]([CH2:18][N:19]2C(=O)C3C(=CC=CC=3)C2=O)[CH2:11][CH:12]2[CH2:17][CH2:16][CH2:15][CH2:14][CH2:13]2)=[O:8])=[CH:4][C:3]=1[C:30]1[N:34]([CH3:35])[N:33]=[CH:32][CH:31]=1.NN. The catalyst is O1CCCC1.CO. The product is [NH2:19][CH2:18][C@@H:10]([NH:9][C:7]([C:5]1[S:6][C:2]([Cl:1])=[C:3]([C:30]2[N:34]([CH3:35])[N:33]=[CH:32][CH:31]=2)[CH:4]=1)=[O:8])[CH2:11][CH:12]1[CH2:13][CH2:14][CH2:15][CH2:16][CH2:17]1. The yield is 0.530. (3) The reactants are Cl[C:2]1[C:3]2[CH:17]=[CH:16][C:15](=[O:18])[N:14]([C:19]3[C:24]([F:25])=[CH:23][CH:22]=[CH:21][C:20]=3[F:26])[C:4]=2[N:5]=[C:6]([NH:8][CH:9]([CH2:12][OH:13])[CH2:10][OH:11])[N:7]=1.CC1(C)C(C)(C)OB([C:35]2[CH:40]=[CH:39][CH:38]=[CH:37][C:36]=2[OH:41])O1.C([O-])([O-])=O.[K+].[K+]. The catalyst is O1CCOCC1.O.C1C=CC([P]([Pd]([P](C2C=CC=CC=2)(C2C=CC=CC=2)C2C=CC=CC=2)([P](C2C=CC=CC=2)(C2C=CC=CC=2)C2C=CC=CC=2)[P](C2C=CC=CC=2)(C2C=CC=CC=2)C2C=CC=CC=2)(C2C=CC=CC=2)C2C=CC=CC=2)=CC=1. The product is [OH:41][C:36]1[CH:37]=[CH:38][CH:39]=[CH:40][C:35]=1[C:2]1[C:3]2[CH:17]=[CH:16][C:15](=[O:18])[N:14]([C:19]3[C:24]([F:25])=[CH:23][CH:22]=[CH:21][C:20]=3[F:26])[C:4]=2[N:5]=[C:6]([NH:8][CH:9]([CH2:12][OH:13])[CH2:10][OH:11])[N:7]=1. The yield is 0.820. (4) The reactants are [NH2:1][C:2]1[C:10]([Br:11])=[CH:9][CH:8]=[CH:7][C:3]=1[C:4]([OH:6])=O.CCCP1(OP(CCC)(=O)OP(CCC)(=O)O1)=O.[CH:30]([NH2:33])([CH3:32])[CH3:31]. The catalyst is CCOC(C)=O. The product is [NH2:1][C:2]1[C:10]([Br:11])=[CH:9][CH:8]=[CH:7][C:3]=1[C:4]([NH:33][CH:30]([CH3:32])[CH3:31])=[O:6]. The yield is 0.840. (5) The reactants are C[O:2][C:3]([C:5]1[N:9]=[C:8]([Cl:10])[N:7]([CH2:11][O:12][CH2:13][CH2:14][Si:15]([CH3:18])([CH3:17])[CH3:16])[N:6]=1)=[O:4].[OH-].[K+:20]. The catalyst is CCO.CCOCC. The product is [K+:20].[Cl:10][C:8]1[N:7]([CH2:11][O:12][CH2:13][CH2:14][Si:15]([CH3:17])([CH3:18])[CH3:16])[N:6]=[C:5]([C:3]([O-:4])=[O:2])[N:9]=1. The yield is 0.910.